From a dataset of Forward reaction prediction with 1.9M reactions from USPTO patents (1976-2016). Predict the product of the given reaction. (1) Given the reactants [Br:1][C:2]1[CH:3]=[C:4]2[C:9](=[CH:10][CH:11]=1)[N:8]=[CH:7][C:6]([C:12]([CH:14]1[CH2:16][CH2:15]1)=[O:13])=[C:5]2Cl.[CH3:18][N:19]([CH3:30])[CH2:20][CH2:21][O:22][C:23]1[N:28]=[CH:27][C:26]([NH2:29])=[CH:25][CH:24]=1, predict the reaction product. The product is: [Br:1][C:2]1[CH:3]=[C:4]2[C:9](=[CH:10][CH:11]=1)[N:8]=[CH:7][C:6]([C:12]([CH:14]1[CH2:16][CH2:15]1)=[O:13])=[C:5]2[NH:29][C:26]1[CH:27]=[N:28][C:23]([O:22][CH2:21][CH2:20][N:19]([CH3:30])[CH3:18])=[CH:24][CH:25]=1. (2) Given the reactants [CH3:1][C:2]1[CH:7]=[C:6]([CH3:8])[CH:5]=[C:4]([CH3:9])[C:3]=1[NH:10][C:11]([NH:13][C:14]1[C:15]([C:24]([NH:26][C:27]2([C:36]([O:38]C)=[O:37])[CH2:35][C:34]3[C:29](=[CH:30][CH:31]=[CH:32][CH:33]=3)[CH2:28]2)=[O:25])=[CH:16][C:17]2[C:22]([CH:23]=1)=[CH:21][CH:20]=[CH:19][CH:18]=2)=[O:12].Cl, predict the reaction product. The product is: [CH3:1][C:2]1[CH:7]=[C:6]([CH3:8])[CH:5]=[C:4]([CH3:9])[C:3]=1[NH:10][C:11]([NH:13][C:14]1[C:15]([C:24]([NH:26][C:27]2([C:36]([OH:38])=[O:37])[CH2:28][C:29]3[C:34](=[CH:33][CH:32]=[CH:31][CH:30]=3)[CH2:35]2)=[O:25])=[CH:16][C:17]2[C:22]([CH:23]=1)=[CH:21][CH:20]=[CH:19][CH:18]=2)=[O:12]. (3) Given the reactants [F:1][C:2]1[CH:26]=[CH:25][C:5]([CH2:6][N:7]2[C@@H:11]([CH3:12])[CH2:10][N:9]([C:13]3[S:14][C:15]([C:19]([O:21]CC)=[O:20])=[C:16]([CH3:18])[N:17]=3)[C:8]2=[O:24])=[CH:4][CH:3]=1.[OH-].[Li+].Cl, predict the reaction product. The product is: [F:1][C:2]1[CH:3]=[CH:4][C:5]([CH2:6][N:7]2[C@@H:11]([CH3:12])[CH2:10][N:9]([C:13]3[S:14][C:15]([C:19]([OH:21])=[O:20])=[C:16]([CH3:18])[N:17]=3)[C:8]2=[O:24])=[CH:25][CH:26]=1.